This data is from NCI-60 drug combinations with 297,098 pairs across 59 cell lines. The task is: Regression. Given two drug SMILES strings and cell line genomic features, predict the synergy score measuring deviation from expected non-interaction effect. (1) Drug 1: CC1=C(C(=O)C2=C(C1=O)N3CC4C(C3(C2COC(=O)N)OC)N4)N. Drug 2: C(CCl)NC(=O)N(CCCl)N=O. Cell line: SNB-19. Synergy scores: CSS=-0.973, Synergy_ZIP=4.30, Synergy_Bliss=-1.84, Synergy_Loewe=-2.20, Synergy_HSA=-2.59. (2) Drug 1: CN1C(=O)N2C=NC(=C2N=N1)C(=O)N. Drug 2: CC1=C2C(C(=O)C3(C(CC4C(C3C(C(C2(C)C)(CC1OC(=O)C(C(C5=CC=CC=C5)NC(=O)C6=CC=CC=C6)O)O)OC(=O)C7=CC=CC=C7)(CO4)OC(=O)C)O)C)OC(=O)C. Cell line: UACC-257. Synergy scores: CSS=5.62, Synergy_ZIP=-2.69, Synergy_Bliss=3.20, Synergy_Loewe=-22.9, Synergy_HSA=-2.90. (3) Drug 2: CN(CC1=CN=C2C(=N1)C(=NC(=N2)N)N)C3=CC=C(C=C3)C(=O)NC(CCC(=O)O)C(=O)O. Cell line: UACC-257. Drug 1: C1=C(C(=O)NC(=O)N1)F. Synergy scores: CSS=0.728, Synergy_ZIP=-3.49, Synergy_Bliss=-0.806, Synergy_Loewe=-6.65, Synergy_HSA=-4.04. (4) Drug 2: C(CC(=O)O)C(=O)CN.Cl. Cell line: M14. Synergy scores: CSS=10.8, Synergy_ZIP=-3.69, Synergy_Bliss=-2.90, Synergy_Loewe=-0.0196, Synergy_HSA=-1.06. Drug 1: C1=CC=C(C(=C1)C(C2=CC=C(C=C2)Cl)C(Cl)Cl)Cl. (5) Drug 1: C(CC(=O)O)C(=O)CN.Cl. Drug 2: CN(C(=O)NC(C=O)C(C(C(CO)O)O)O)N=O. Cell line: PC-3. Synergy scores: CSS=16.3, Synergy_ZIP=-3.89, Synergy_Bliss=-1.32, Synergy_Loewe=-4.64, Synergy_HSA=-2.54. (6) Drug 1: C1C(C(OC1N2C=C(C(=O)NC2=O)F)CO)O. Drug 2: CC=C1C(=O)NC(C(=O)OC2CC(=O)NC(C(=O)NC(CSSCCC=C2)C(=O)N1)C(C)C)C(C)C. Cell line: NCI/ADR-RES. Synergy scores: CSS=4.05, Synergy_ZIP=-2.85, Synergy_Bliss=-0.906, Synergy_Loewe=-1.09, Synergy_HSA=-0.412. (7) Drug 1: CN(CC1=CN=C2C(=N1)C(=NC(=N2)N)N)C3=CC=C(C=C3)C(=O)NC(CCC(=O)O)C(=O)O. Drug 2: C1CNP(=O)(OC1)N(CCCl)CCCl. Cell line: K-562. Synergy scores: CSS=61.9, Synergy_ZIP=1.60, Synergy_Bliss=0.178, Synergy_Loewe=-26.5, Synergy_HSA=0.674. (8) Synergy scores: CSS=17.8, Synergy_ZIP=3.16, Synergy_Bliss=1.08, Synergy_Loewe=-22.4, Synergy_HSA=-1.90. Drug 1: CC1=C2C(C(=O)C3(C(CC4C(C3C(C(C2(C)C)(CC1OC(=O)C(C(C5=CC=CC=C5)NC(=O)OC(C)(C)C)O)O)OC(=O)C6=CC=CC=C6)(CO4)OC(=O)C)OC)C)OC. Cell line: T-47D. Drug 2: CN1C(=O)N2C=NC(=C2N=N1)C(=O)N.